This data is from Forward reaction prediction with 1.9M reactions from USPTO patents (1976-2016). The task is: Predict the product of the given reaction. (1) Given the reactants [CH3:1][O:2][C:3]1[CH:4]=[CH:5][C:6]2[C:10]([O:11][C:12]3[CH:13]=[CH:14][C:15]([C:18](OC)=[O:19])=[N:16][CH:17]=3)=[C:9]([C:22]3[CH:27]=[CH:26][C:25]([O:28][CH3:29])=[CH:24][CH:23]=3)[S:8](=O)[C:7]=2[CH:31]=1.[H-].[H-].[H-].[H-].[Li+].[Al+3], predict the reaction product. The product is: [CH3:1][O:2][C:3]1[CH:4]=[CH:5][C:6]2[C:10]([O:11][C:12]3[CH:13]=[CH:14][C:15]([CH2:18][OH:19])=[N:16][CH:17]=3)=[C:9]([C:22]3[CH:27]=[CH:26][C:25]([O:28][CH3:29])=[CH:24][CH:23]=3)[S:8][C:7]=2[CH:31]=1. (2) Given the reactants C[Si]([N-][Si](C)(C)C)(C)C.[Na+].[C:11]1([N:17]2[CH:21]=[C:20]([CH2:22][C:23]#N)[N:19]=[CH:18]2)[CH:16]=[CH:15][CH:14]=[CH:13][CH:12]=1.[CH2:25]([C@H:27]1[O:29][CH2:28]1)Cl.[OH-:30].[K+], predict the reaction product. The product is: [C:11]1([N:17]2[CH:21]=[C:20]([C@@:22]34[CH2:23][C@@H:25]3[CH2:27][O:29][C:28]4=[O:30])[N:19]=[CH:18]2)[CH:12]=[CH:13][CH:14]=[CH:15][CH:16]=1. (3) Given the reactants [CH3:1][O:2][C:3]1[C:8]2[O:9][CH2:10][CH2:11][O:12][C:7]=2[C:6]([C:13](O)([CH3:16])[CH:14]=[CH2:15])=[CH:5][CH:4]=1.[C:18]([O:22][CH2:23][CH3:24])(=[O:21])[CH:19]=[CH2:20].C1(C)C=CC(S([O-])(=O)=O)=CC=1.[NH+]1C=CC=CC=1.C(=O)([O-])O.[Na+], predict the reaction product. The product is: [CH2:23]([O:22][C:18]([CH:19]1[CH2:20][CH2:16][C:13]([C:6]2[C:7]3[O:12][CH2:11][CH2:10][O:9][C:8]=3[C:3]([O:2][CH3:1])=[CH:4][CH:5]=2)=[CH:14][CH2:15]1)=[O:21])[CH3:24]. (4) Given the reactants [O:1]=[C:2]1[CH:11]=[CH:10][C:9]2[C:4](=[CH:5][CH:6]=[CH:7][N:8]=2)[N:3]1[CH2:12][C:13]([OH:15])=O.[Br:16][C:17]1[C:18]([C:23]2[NH:27][N:26]=[CH:25][N:24]=2)=[C:19]([NH2:22])[S:20][CH:21]=1, predict the reaction product. The product is: [Br:16][C:17]1[C:18]([C:23]2[NH:27][N:26]=[CH:25][N:24]=2)=[C:19]([NH:22][C:13](=[O:15])[CH2:12][N:3]2[C:4]3[C:9](=[N:8][CH:7]=[CH:6][CH:5]=3)[CH:10]=[CH:11][C:2]2=[O:1])[S:20][CH:21]=1. (5) Given the reactants [C:1]1([CH:7]2[S:12][CH2:11][CH2:10][CH2:9][S:8]2)[CH:6]=[CH:5][CH:4]=[CH:3][CH:2]=1.C([Li])CCC.[CH2:18]([Ge:20](Cl)([Cl:23])[CH2:21][CH3:22])[CH3:19], predict the reaction product. The product is: [Cl:23][Ge:20]([CH2:21][CH3:22])([CH2:18][CH3:19])[C:7]1([C:1]2[CH:2]=[CH:3][CH:4]=[CH:5][CH:6]=2)[S:8][CH2:9][CH2:10][CH2:11][S:12]1. (6) The product is: [C:1](=[O:13])([S:11][CH3:12])[O:2][CH2:3][CH2:4][O:21][C:14](=[O:22])[C:15]1[CH:20]=[CH:19][CH:18]=[CH:17][CH:16]=1. Given the reactants [C:1](=[O:13])([S:11][CH3:12])[O:2][CH:3](OC(=O)C(C)C)[CH3:4].[C:14]([OH:22])(=[O:21])[C:15]1[CH:20]=[CH:19][CH:18]=[CH:17][CH:16]=1, predict the reaction product. (7) The product is: [Cl:39][C:22]1[CH:21]=[C:20]([NH:19][C:10](=[O:12])[C:9]#[C:8][C:7]2[CH:6]=[CH:5][C:4]([C:13]3[CH:18]=[CH:17][CH:16]=[CH:15][CH:14]=3)=[CH:3][C:2]=2[Br:1])[CH:25]=[CH:24][C:23]=1[CH2:26][CH2:27][N:28]1[CH2:33][CH2:32][C:31]([OH:34])([C:35]([F:37])([F:38])[F:36])[CH2:30][CH2:29]1. Given the reactants [Br:1][C:2]1[CH:3]=[C:4]([C:13]2[CH:18]=[CH:17][CH:16]=[CH:15][CH:14]=2)[CH:5]=[CH:6][C:7]=1[C:8]#[C:9][C:10]([OH:12])=O.[NH2:19][C:20]1[CH:25]=[CH:24][C:23]([CH2:26][CH2:27][N:28]2[CH2:33][CH2:32][C:31]([C:35]([F:38])([F:37])[F:36])([OH:34])[CH2:30][CH2:29]2)=[C:22]([Cl:39])[CH:21]=1, predict the reaction product.